Predict the reaction yield, written as a fraction of the theoretical maximum amount of product (1.0 means a 100% yield; for example, 0.34 means a 34% yield). From a dataset of Reaction yield outcomes from USPTO patents with 853,638 reactions. (1) The reactants are [F:1][C:2]1[CH:15]=[CH:14][C:5]([CH2:6][S:7]([CH2:10][C:11](O)=O)(=[O:9])=[O:8])=[CH:4][CH:3]=1.[F:16][C:17]1[CH:24]=[C:23]([F:25])[CH:22]=[CH:21][C:18]=1C=O. No catalyst specified. The product is [F:1][C:2]1[CH:15]=[CH:14][C:5]([CH2:6][S:7](/[CH:10]=[CH:11]/[C:22]2[CH:21]=[CH:18][C:17]([F:16])=[CH:24][C:23]=2[F:25])(=[O:9])=[O:8])=[CH:4][CH:3]=1. The yield is 0.680. (2) The reactants are [CH3:1][N:2]([CH2:13][C:14]1[N:18]([CH2:19][CH:20]2[CH2:25][CH2:24][N:23](C(OC(C)(C)C)=O)[CH2:22][CH2:21]2)[C:17]2[CH:33]=[CH:34][CH:35]=[CH:36][C:16]=2[N:15]=1)[CH:3]1[C:12]2[N:11]=[CH:10][CH:9]=[CH:8][C:7]=2[CH2:6][CH2:5][CH2:4]1.Cl.O1CCOCC1. The catalyst is CO. The product is [CH3:1][N:2]([CH2:13][C:14]1[N:18]([CH2:19][CH:20]2[CH2:25][CH2:24][NH:23][CH2:22][CH2:21]2)[C:17]2[CH:33]=[CH:34][CH:35]=[CH:36][C:16]=2[N:15]=1)[CH:3]1[C:12]2[N:11]=[CH:10][CH:9]=[CH:8][C:7]=2[CH2:6][CH2:5][CH2:4]1. The yield is 0.880. (3) The reactants are [CH3:1][O:2][C:3]([C:5]1[S:6][CH:7]=[CH:8][C:9]=1[NH:10][CH:11]([C:15]1[CH:20]=[CH:19][CH:18]=[CH:17][CH:16]=1)[C:12]([OH:14])=[O:13])=[O:4].N1(O)C2C=CC=CC=2N=N1.[N:31]12[CH2:38][CH2:37][CH:34]([CH2:35][CH2:36]1)[C@@H:33](O)[CH2:32]2.C1CCC(N=C=NC2CCCCC2)CC1. The catalyst is C1COCC1. The product is [O:13]=[C:12]([O:14][C@@H:33]1[CH:34]2[CH2:37][CH2:38][N:31]([CH2:36][CH2:35]2)[CH2:32]1)[CH:11]([NH:10][C:9]1[CH:8]=[CH:7][S:6][C:5]=1[C:3]([O:2][CH3:1])=[O:4])[C:15]1[CH:20]=[CH:19][CH:18]=[CH:17][CH:16]=1. The yield is 0.314.